Dataset: Forward reaction prediction with 1.9M reactions from USPTO patents (1976-2016). Task: Predict the product of the given reaction. (1) Given the reactants [Cl:1][C:2]1[CH:3]=[C:4]([C:9]2([C:26]([F:29])([F:28])[F:27])[O:13][N:12]=[C:11]([C:14]3[S:18][C:17]([C:19](O)=[O:20])=[C:16]4[CH2:22][CH2:23][CH2:24][CH2:25][C:15]=34)[CH2:10]2)[CH:5]=[C:6]([Cl:8])[CH:7]=1.C(Cl)(=O)C([Cl:33])=O, predict the reaction product. The product is: [Cl:1][C:2]1[CH:3]=[C:4]([C:9]2([C:26]([F:28])([F:29])[F:27])[O:13][N:12]=[C:11]([C:14]3[S:18][C:17]([C:19]([Cl:33])=[O:20])=[C:16]4[CH2:22][CH2:23][CH2:24][CH2:25][C:15]=34)[CH2:10]2)[CH:5]=[C:6]([Cl:8])[CH:7]=1. (2) Given the reactants F[C:2]1[CH:3]=[CH:4][C:5]([N+:9]([O-:11])=[O:10])=[C:6]([CH:8]=1)[NH2:7].[C:12]([N:19]1[CH2:22][CH:21]([OH:23])[CH2:20]1)([O:14][C:15]([CH3:18])([CH3:17])[CH3:16])=[O:13].[H-].[Na+].O, predict the reaction product. The product is: [C:15]([O:14][C:12]([N:19]1[CH2:22][CH:21]([O:23][C:2]2[CH:3]=[CH:4][C:5]([N+:9]([O-:11])=[O:10])=[C:6]([NH2:7])[CH:8]=2)[CH2:20]1)=[O:13])([CH3:18])([CH3:16])[CH3:17]. (3) Given the reactants C[O:2][C:3](=[O:36])[C:4]([O:7][C:8]1[CH:13]=[C:12]([Cl:14])[C:11]([O:15][CH2:16][CH2:17][C:18]2[N:19]([CH3:34])[N:20]=[C:21]([C:23]3[CH:28]=[CH:27][C:26]([O:29][C:30]([F:33])([F:32])[F:31])=[CH:25][CH:24]=3)[CH:22]=2)=[CH:10][C:9]=1[Cl:35])([CH3:6])[CH3:5].[Li+].[OH-], predict the reaction product. The product is: [Cl:35][C:9]1[CH:10]=[C:11]([O:15][CH2:16][CH2:17][C:18]2[N:19]([CH3:34])[N:20]=[C:21]([C:23]3[CH:28]=[CH:27][C:26]([O:29][C:30]([F:31])([F:32])[F:33])=[CH:25][CH:24]=3)[CH:22]=2)[C:12]([Cl:14])=[CH:13][C:8]=1[O:7][C:4]([CH3:5])([CH3:6])[C:3]([OH:36])=[O:2]. (4) Given the reactants [NH2:1][C:2]1[C:3]([CH3:17])=[C:4]([NH:9][C:10](=[O:16])[CH2:11][C:12]([CH3:15])([CH3:14])[CH3:13])[C:5]([CH3:8])=[CH:6][CH:7]=1.[F:18][C:19]1[CH:26]=[CH:25][C:22]([CH:23]=O)=[CH:21][CH:20]=1.[BH4-].[Na+].CO, predict the reaction product. The product is: [F:18][C:19]1[CH:26]=[CH:25][C:22]([CH2:23][NH:1][C:2]2[C:3]([CH3:17])=[C:4]([NH:9][C:10](=[O:16])[CH2:11][C:12]([CH3:13])([CH3:14])[CH3:15])[C:5]([CH3:8])=[CH:6][CH:7]=2)=[CH:21][CH:20]=1. (5) Given the reactants [CH3:1][C:2]1([CH3:9])[CH2:7][C:6](=[O:8])[O:5][C:3]1=[O:4].[OH:10][C@H:11]1[CH2:28][CH2:27][C@@:26]2([CH3:29])[C@@H:13]([CH2:14][CH2:15][C@:16]3([CH3:55])[C@@H:25]2[CH2:24][CH2:23][C@H:22]2[C@@:17]3([CH3:54])[CH2:18][CH2:19][C@@:20]3([C:36]([N:38]4[CH2:42][CH2:41][CH2:40][C@@H:39]4[C:43]4[NH:44][C:45]([C:48]5[CH:49]=[N:50][CH:51]=[CH:52][CH:53]=5)=[CH:46][N:47]=4)=[O:37])[CH2:32][CH2:31][C@@H:30]([C:33]([CH3:35])=[CH2:34])[C@@H:21]32)[C:12]1([CH3:57])[CH3:56], predict the reaction product. The product is: [CH3:1][C:2]([CH3:9])([CH2:7][C:6](=[O:8])[O:10][C@H:11]1[CH2:28][CH2:27][C@@:26]2([CH3:29])[C@@H:13]([CH2:14][CH2:15][C@:16]3([CH3:55])[C@@H:25]2[CH2:24][CH2:23][C@H:22]2[C@@:17]3([CH3:54])[CH2:18][CH2:19][C@@:20]3([C:36]([N:38]4[CH2:42][CH2:41][CH2:40][C@H:39]4[C:43]4[NH:44][C:45]([C:48]5[CH:49]=[N:50][CH:51]=[CH:52][CH:53]=5)=[CH:46][N:47]=4)=[O:37])[CH2:32][CH2:31][C@@H:30]([C:33]([CH3:35])=[CH2:34])[C@@H:21]32)[C:12]1([CH3:57])[CH3:56])[C:3]([OH:5])=[O:4]. (6) Given the reactants Br[C:2]1[CH:11]=[C:10]([F:12])[CH:9]=[CH:8][C:3]=1[C:4]([O:6][CH3:7])=[O:5].[N:13]1[CH:18]=[CH:17][C:16](B(O)O)=[CH:15][CH:14]=1.C(=O)([O-])[O-].[Na+].[Na+].COCCOC, predict the reaction product. The product is: [F:12][C:10]1[CH:9]=[CH:8][C:3]([C:4]([O:6][CH3:7])=[O:5])=[C:2]([C:16]2[CH:17]=[CH:18][N:13]=[CH:14][CH:15]=2)[CH:11]=1. (7) Given the reactants [CH2:1]([O:8][C:9]1[CH:14]=[CH:13][CH:12]=[C:11]([CH2:15]Br)[CH:10]=1)[C:2]1[CH:7]=[CH:6][CH:5]=[CH:4][CH:3]=1.[P:17]([O:24]CC)([O:21][CH2:22][CH3:23])[O:18][CH2:19][CH3:20], predict the reaction product. The product is: [CH2:19]([O:18][P:17]([CH2:15][C:11]1[CH:12]=[CH:13][CH:14]=[C:9]([O:8][CH2:1][C:2]2[CH:7]=[CH:6][CH:5]=[CH:4][CH:3]=2)[CH:10]=1)(=[O:24])[O:21][CH2:22][CH3:23])[CH3:20].